This data is from Catalyst prediction with 721,799 reactions and 888 catalyst types from USPTO. The task is: Predict which catalyst facilitates the given reaction. Reactant: [O:1]1[CH2:7][CH2:6][C:5]([C:8](O)=[O:9])=[CH:4][C:3]2[CH:11]=[CH:12][CH:13]=[CH:14][C:2]1=2.S(Cl)([Cl:17])=O. Product: [O:1]1[CH2:7][CH2:6][C:5]([C:8]([Cl:17])=[O:9])=[CH:4][C:3]2[CH:11]=[CH:12][CH:13]=[CH:14][C:2]1=2. The catalyst class is: 7.